Dataset: Forward reaction prediction with 1.9M reactions from USPTO patents (1976-2016). Task: Predict the product of the given reaction. (1) The product is: [CH3:7][N:6]1[CH2:8][C:9]2[CH:14]=[CH:13][CH:12]=[CH:11][C:10]=2[NH:2][CH2:3][C:4]1=[O:5]. Given the reactants Cl.[NH2:2][CH2:3][C:4]([N:6]([CH2:8][C:9]1[CH:14]=[CH:13][CH:12]=[CH:11][C:10]=1Br)[CH3:7])=[O:5].C1C=CC(P(C2C=CC3C(=CC=CC=3)C=2C2C3C(=CC=CC=3)C=CC=2P(C2C=CC=CC=2)C2C=CC=CC=2)C2C=CC=CC=2)=CC=1.CC(C)([O-])C.[Na+].C1(C)C=CC=CC=1, predict the reaction product. (2) Given the reactants [Cl:1][C:2]1[S:6][C:5]([NH:7][C:8]2[N:13]=[CH:12][CH:11]=[CH:10][N:9]=2)=[N:4][C:3]=1[C:14]1[CH:15]=[N:16][N:17](CC2C=CC(OC)=CC=2)[CH:18]=1.C([O-])([O-])=O.[Na+].[Na+], predict the reaction product. The product is: [Cl:1][C:2]1[S:6][C:5]([NH:7][C:8]2[N:13]=[CH:12][CH:11]=[CH:10][N:9]=2)=[N:4][C:3]=1[C:14]1[CH:15]=[N:16][NH:17][CH:18]=1.